This data is from Forward reaction prediction with 1.9M reactions from USPTO patents (1976-2016). The task is: Predict the product of the given reaction. (1) Given the reactants [CH2:1]([C:8]1[CH:9]=[CH:10][C:11]([O:14]C)=[N:12][CH:13]=1)[C:2]1[CH:7]=[CH:6][CH:5]=[CH:4][CH:3]=1.Br, predict the reaction product. The product is: [CH2:1]([C:8]1[CH:9]=[CH:10][C:11]([OH:14])=[N:12][CH:13]=1)[C:2]1[CH:3]=[CH:4][CH:5]=[CH:6][CH:7]=1. (2) Given the reactants P([O-])([O-])([O-])=O.[CH3:6][C:7]([CH3:35])=[CH:8][CH2:9][C:10]1[C:15]([OH:16])=[C:14]2[C:17]([C:19]3[C:24]([O:25][C:13]2=[CH:12][C:11]=1[OH:34])=[CH:23][C:22]([OH:26])=[C:21]([O:27][CH3:28])[C:20]=3[CH2:29][CH:30]=[C:31]([CH3:33])[CH3:32])=[O:18].CC(C)=CCC1C(O)=CC2OC3C=C(O)C(O)=C(CC=C(C)C)C=3C(=O)C=2[C:45]=1[OH:46].[N+](C1C=CC([C@@]2(O[C@H](CO)[C@@H](O)[C@H](O)[C@H]2O)O)=CC=1)([O-])=O, predict the reaction product. The product is: [CH3:6][C:7]([CH3:35])=[CH:8][CH2:9][C:10]1[C:11]([OH:34])=[CH:12][C:13]2[O:25][C:24]3[CH:23]=[C:22]([OH:26])[C:21]([O:27][CH3:28])=[C:20]([CH2:29][CH:30]=[C:31]([CH3:32])[CH3:33])[C:19]=3[C:17](=[O:18])[C:14]=2[C:15]=1[OH:16].[CH3:45][OH:46]. (3) Given the reactants C(O[C:4](=[O:12])[C:5]1[CH:10]=[CH:9][N:8]=[CH:7][C:6]=1[OH:11])C.[CH2:13]([NH2:16])[CH2:14][CH3:15], predict the reaction product. The product is: [OH:11][C:6]1[CH:7]=[N:8][CH:9]=[CH:10][C:5]=1[C:4]([NH:16][CH2:13][CH2:14][CH3:15])=[O:12].